From a dataset of Full USPTO retrosynthesis dataset with 1.9M reactions from patents (1976-2016). Predict the reactants needed to synthesize the given product. (1) Given the product [I-:1].[CH2:3]1[C:12]2[C:7](=[CH:8][CH:9]=[CH:10][CH:11]=2)[CH2:6][CH2:5][N:4]1[C:13]1[N:14]=[CH:15][CH:16]=[C:17]2[C:21]([CH2:22][N+:23]([CH3:2])([CH3:24])[CH3:25])=[C:20]([CH3:26])[N:19]([CH2:27][C:28]3[CH:33]=[CH:32][CH:31]=[C:30]([F:34])[CH:29]=3)[C:18]=12, predict the reactants needed to synthesize it. The reactants are: [I:1][CH3:2].[CH2:3]1[C:12]2[C:7](=[CH:8][CH:9]=[CH:10][CH:11]=2)[CH2:6][CH2:5][N:4]1[C:13]1[N:14]=[CH:15][CH:16]=[C:17]2[C:21]([CH2:22][N:23]([CH3:25])[CH3:24])=[C:20]([CH3:26])[N:19]([CH2:27][C:28]3[CH:33]=[CH:32][CH:31]=[C:30]([F:34])[CH:29]=3)[C:18]=12. (2) Given the product [CH:1]([N:4]([CH3:17])[C:5]1[NH:9][C:8]2[CH:10]=[C:11]([NH:14][C:35](=[O:36])[CH2:34][CH2:33][C:30]3[CH:29]=[CH:28][C:27]([C:26]([F:38])([F:39])[F:25])=[CH:32][CH:31]=3)[CH:12]=[CH:13][C:7]=2[N:6]=1)([CH3:3])[CH3:2], predict the reactants needed to synthesize it. The reactants are: [CH:1]([N:4]([CH3:17])[C:5]1[NH:9][C:8]2[CH:10]=[C:11]([N+:14]([O-])=O)[CH:12]=[CH:13][C:7]=2[N:6]=1)([CH3:3])[CH3:2].C(N(CC)CC)C.[F:25][C:26]([F:39])([F:38])[C:27]1[CH:32]=[CH:31][C:30]([CH2:33][CH2:34][C:35](O)=[O:36])=[CH:29][CH:28]=1.O. (3) Given the product [Cl:12][C:13]1[C:14]2[C:21]([C:7]3[CH:8]=[CH:9][C:4]([NH2:3])=[CH:5][CH:6]=3)=[CH:20][N:19]([CH:23]3[CH2:27][CH2:26][CH2:25][CH2:24]3)[C:15]=2[N:16]=[CH:17][N:18]=1, predict the reactants needed to synthesize it. The reactants are: B([O-])([O-])O[NH:3][C:4]1[CH:9]=[CH:8][CH:7]=[CH:6][CH:5]=1.[Cl:12][C:13]1[C:14]2[C:21](I)=[CH:20][N:19]([CH:23]3[CH2:27][CH2:26][CH2:25][CH2:24]3)[C:15]=2[N:16]=[CH:17][N:18]=1.C(=O)([O-])[O-].[Na+].[Na+]. (4) Given the product [OH:28][CH2:27][C:2](=[CH2:3])[C:1]([O:5][CH2:6][C:7]1[CH:12]=[CH:11][CH:10]=[CH:9][CH:8]=1)=[O:4], predict the reactants needed to synthesize it. The reactants are: [C:1]([O:5][CH2:6][C:7]1[CH:12]=[CH:11][CH:10]=[CH:9][CH:8]=1)(=[O:4])[CH:2]=[CH2:3].O1CCOCC1.N12CCN(CC1)CC2.[CH2:27]=[O:28]. (5) Given the product [OH:17][C:18]1[N:23]=[C:22]2[N:24]([CH:2]3[CH2:8][CH2:7][CH2:6][CH2:5][CH2:4][C:3]3=[O:9])[CH:25]=[N:26][C:21]2=[CH:20][CH:19]=1, predict the reactants needed to synthesize it. The reactants are: Cl[CH:2]1[CH2:8][CH2:7][CH2:6][CH2:5][CH2:4][C:3]1=[O:9].C([O:17][C:18]1[N:23]=[C:22]2[NH:24][CH:25]=[N:26][C:21]2=[CH:20][CH:19]=1)C1C=CC=CC=1. (6) Given the product [CH3:32][O:31][C@@H:10]1[CH:11]([OH:17])[CH2:12][CH2:13][C@@:14]2([O:16][CH2:15]2)[CH:9]1[C@:6]1([CH3:8])[C@@H:5]([CH2:4][CH:3]=[C:2]([CH3:33])[CH3:1])[O:7]1, predict the reactants needed to synthesize it. The reactants are: [CH3:1][C:2]([CH3:33])=[CH:3][CH2:4][C@H:5]1[O:7][C@@:6]1([C@@H:9]1[C@:14]2([O:16][CH2:15]2)[CH2:13][CH2:12][C@@H:11]([O:17]C(/C=C/C=C/C=C/C=C/C(O)=O)=O)[C@H:10]1[O:31][CH3:32])[CH3:8].C1CCC(NC2CCCCC2)CC1.[OH-].[Na+].CCOCC.CC(C)=CC[C@H]1O[C@@]1([C@@H]1[C@]2(OC2)CC[C@@H](OC(/C=C/C=C/C=C/C=C/C(O)=O)=O)[C@H]1OC)C. (7) Given the product [CH2:1]([OH:8])[CH2:2][CH2:3][CH2:4][CH2:5][CH2:6][OH:7].[C:9]1(=[O:16])[O:15][CH2:14][CH2:13][CH2:12][CH2:11][CH2:10]1.[CH:6]([OH:7])([OH:15])[CH2:5][CH2:4][CH2:3][CH2:2][CH3:1].[OH:7][CH2:6][CH2:5][CH2:4][CH2:3][CH2:2][C:1]([OH:15])=[O:8], predict the reactants needed to synthesize it. The reactants are: [CH2:1]([OH:8])[CH2:2][CH2:3][CH2:4][CH2:5][CH2:6][OH:7].[C:9]1(=[O:16])[O:15][CH2:14][CH2:13][CH2:12][CH2:11][CH2:10]1. (8) Given the product [C:36]([CH:13]1[CH2:12][CH:11]([C:8]2[C:4]3[N:5]=[CH:6][N:7]=[C:2]([NH:27][C:26]4[CH:28]=[CH:29][C:30]([S:32]([CH3:35])(=[O:34])=[O:33])=[CH:31][C:25]=4[F:24])[C:3]=3[NH:10][CH:9]=2)[CH2:16][CH2:15][N:14]1[C:17]([OH:19])=[O:18])([CH3:39])([CH3:38])[CH3:37], predict the reactants needed to synthesize it. The reactants are: Cl[C:2]1[C:3]2[NH:10][CH:9]=[C:8]([CH:11]3[CH2:16][CH2:15][N:14]([C:17]([O:19]C(C)(C)C)=[O:18])[CH2:13][CH2:12]3)[C:4]=2[N:5]=[CH:6][N:7]=1.[F:24][C:25]1[CH:31]=[C:30]([S:32]([CH3:35])(=[O:34])=[O:33])[CH:29]=[CH:28][C:26]=1[NH2:27].[C:36](O[Na])([CH3:39])([CH3:38])[CH3:37]. (9) Given the product [CH3:20][C:15]1[N:14]([C:9]2[N:8]=[C:7]([CH2:6][CH2:5][C:4]3[CH:3]=[C:2]([N:26]([CH3:25])[CH2:27][CH2:28][NH:29][CH3:30])[CH:23]=[C:22]([F:24])[CH:21]=3)[CH:12]=[C:11]([CH3:13])[CH:10]=2)[C:18]([CH3:19])=[CH:17][CH:16]=1, predict the reactants needed to synthesize it. The reactants are: Br[C:2]1[CH:3]=[C:4]([CH:21]=[C:22]([F:24])[CH:23]=1)[CH2:5][CH2:6][C:7]1[CH:12]=[C:11]([CH3:13])[CH:10]=[C:9]([N:14]2[C:18]([CH3:19])=[CH:17][CH:16]=[C:15]2[CH3:20])[N:8]=1.[CH3:25][NH:26][CH2:27][CH2:28][NH:29][CH3:30].